Dataset: Full USPTO retrosynthesis dataset with 1.9M reactions from patents (1976-2016). Task: Predict the reactants needed to synthesize the given product. Given the product [S:1]1[CH:5]=[CH:4][C:3]([C:12]2[CH:20]=[C:19]3[C:15]([C:16]([NH:29][C:30](=[O:34])[CH2:31][CH2:32][CH3:33])=[N:17][N:18]3[CH2:21][O:22][CH2:23][CH2:24][Si:25]([CH3:28])([CH3:26])[CH3:27])=[CH:14][CH:13]=2)=[CH:2]1, predict the reactants needed to synthesize it. The reactants are: [S:1]1[CH:5]=[CH:4][C:3](B(O)O)=[CH:2]1.[F-].[Cs+].Cl[C:12]1[CH:20]=[C:19]2[C:15]([C:16]([NH:29][C:30](=[O:34])[CH2:31][CH2:32][CH3:33])=[N:17][N:18]2[CH2:21][O:22][CH2:23][CH2:24][Si:25]([CH3:28])([CH3:27])[CH3:26])=[CH:14][CH:13]=1.